Predict the product of the given reaction. From a dataset of Forward reaction prediction with 1.9M reactions from USPTO patents (1976-2016). (1) Given the reactants [CH2:1]([N:3]([CH2:18][CH3:19])[C:4]([C:6]1[CH:15]=[CH:14][C:13]2[C:8](=[CH:9][CH:10]=[CH:11][CH:12]=2)[C:7]=1[O:16][CH3:17])=[O:5])[CH3:2].C1C(=O)N([Br:27])C(=O)C1, predict the reaction product. The product is: [Br:27][C:14]1[C:13]2[C:8](=[CH:9][CH:10]=[CH:11][CH:12]=2)[C:7]([O:16][CH3:17])=[C:6]([C:4]([N:3]([CH2:1][CH3:2])[CH2:18][CH3:19])=[O:5])[CH:15]=1. (2) Given the reactants [CH2:1]([C:5]12[CH2:17][C:16](=[O:18])[CH:15]=[C:6]1[C:7]1[CH:8]=[CH:9][C:10]([OH:14])=[CH:11][C:12]=1[CH2:13]2)[CH2:2][CH2:3][CH3:4].C(N(CC)C(C)C)(C)C.[CH3:28][O:29][CH2:30]Cl, predict the reaction product. The product is: [CH2:1]([C:5]12[CH2:17][C:16](=[O:18])[CH:15]=[C:6]1[C:7]1[CH:8]=[CH:9][C:10]([O:14][CH2:28][O:29][CH3:30])=[CH:11][C:12]=1[CH2:13]2)[CH2:2][CH2:3][CH3:4]. (3) Given the reactants Br[C:2]1[CH:3]=[C:4]2[C:9](=[CH:10][CH:11]=1)[C:8](=[O:12])[NH:7][N:6]=[CH:5]2.[CH:13]1(B(O)O)[CH2:15][CH2:14]1.C1(P(C2CCCCC2)C2CCCCC2)CCCCC1.P([O-])([O-])([O-])=O.[K+].[K+].[K+], predict the reaction product. The product is: [CH:13]1([C:2]2[CH:3]=[C:4]3[C:9](=[CH:10][CH:11]=2)[C:8](=[O:12])[NH:7][N:6]=[CH:5]3)[CH2:15][CH2:14]1. (4) Given the reactants N#N.[CH2:3]([C:5]1[CH:10]=[CH:9][C:8]([CH2:11]O)=[CH:7][CH:6]=1)[CH3:4].[Br:13]C(Br)(Br)Br.C1(P(C2C=CC=CC=2)C2C=CC=CC=2)C=CC=CC=1, predict the reaction product. The product is: [Br:13][CH2:11][C:8]1[CH:9]=[CH:10][C:5]([CH2:3][CH3:4])=[CH:6][CH:7]=1. (5) Given the reactants [NH2:1][C:2]1[CH:18]=[CH:17][C:16]([Br:19])=[CH:15][C:3]=1[C:4]([NH:6][CH2:7][C:8](=[O:14])[NH:9][C:10]([CH3:13])([CH3:12])[CH3:11])=[O:5].[Cl:20][C:21]1[CH:22]=[C:23]([CH:26]=[CH:27][CH:28]=1)[CH:24]=O, predict the reaction product. The product is: [Br:19][C:16]1[CH:15]=[C:3]2[C:2](=[CH:18][CH:17]=1)[NH:1][CH:24]([C:23]1[CH:26]=[CH:27][CH:28]=[C:21]([Cl:20])[CH:22]=1)[N:6]([CH2:7][C:8]([NH:9][C:10]([CH3:12])([CH3:13])[CH3:11])=[O:14])[C:4]2=[O:5]. (6) Given the reactants [C:1]([O:5][C:6]([N:8]1[CH2:13][CH2:12][C:11]([C:23]#[N:24])([CH:14]([C:16]2[CH:21]=[CH:20][C:19]([F:22])=[CH:18][CH:17]=2)[OH:15])[CH2:10][CH2:9]1)=[O:7])([CH3:4])([CH3:3])[CH3:2], predict the reaction product. The product is: [C:1]([O:5][C:6]([N:8]1[CH2:9][CH2:10][C:11]([C:23]#[N:24])([C:14](=[O:15])[C:16]2[CH:17]=[CH:18][C:19]([F:22])=[CH:20][CH:21]=2)[CH2:12][CH2:13]1)=[O:7])([CH3:4])([CH3:2])[CH3:3].